From a dataset of Reaction yield outcomes from USPTO patents with 853,638 reactions. Predict the reaction yield, written as a fraction of the theoretical maximum amount of product (1.0 means a 100% yield; for example, 0.34 means a 34% yield). (1) The reactants are [CH3:1][O:2][C:3]1[CH:8]=[C:7]([CH3:9])[CH:6]=[CH:5][C:4]=1[OH:10].[H-].[Na+].[Br:13][CH2:14][CH2:15]Br.Cl. The catalyst is CN(C=O)C. The product is [Br:13][CH2:14][CH2:15][O:10][C:4]1[CH:5]=[CH:6][C:7]([CH3:9])=[CH:8][C:3]=1[O:2][CH3:1]. The yield is 0.240. (2) The reactants are [NH2:1][C:2]1[S:6][N:5]=[C:4]([CH3:7])[C:3]=1[C:8]([NH:10][C:11]1[CH:12]=[N:13][C:14]([O:17][CH3:18])=[CH:15][CH:16]=1)=[O:9].I[C:20]1[CH:21]=[C:22]([CH:25]=[CH:26][N:27]=1)[C:23]#[N:24].C(=O)([O-])[O-].[Cs+].[Cs+].CC1(C)C2C(=C(P(C3C=CC=CC=3)C3C=CC=CC=3)C=CC=2)OC2C(P(C3C=CC=CC=3)C3C=CC=CC=3)=CC=CC1=2. The catalyst is O1CCOCC1.CN(C=O)C.C([O-])(=O)C.[Pd+2].C([O-])(=O)C. The product is [C:23]([C:22]1[CH:25]=[CH:26][N:27]=[C:20]([NH:1][C:2]2[S:6][N:5]=[C:4]([CH3:7])[C:3]=2[C:8]([NH:10][C:11]2[CH:12]=[N:13][C:14]([O:17][CH3:18])=[CH:15][CH:16]=2)=[O:9])[CH:21]=1)#[N:24]. The yield is 0.330. (3) The reactants are [CH2:1]([N:8]1[CH2:13][CH:12]=[C:11]([C:14](=[O:22])[CH2:15][C:16]2[CH:20]=[CH:19][S:18][C:17]=2[F:21])[CH2:10][CH2:9]1)[C:2]1[CH:7]=[CH:6][CH:5]=[CH:4][CH:3]=1. The catalyst is C(O)C. The product is [CH2:1]([N:8]1[CH2:13][CH2:12][CH:11]([C:14](=[O:22])[CH2:15][C:16]2[CH:20]=[CH:19][S:18][C:17]=2[F:21])[CH2:10][CH2:9]1)[C:2]1[CH:7]=[CH:6][CH:5]=[CH:4][CH:3]=1. The yield is 0.810. (4) The reactants are Br[C:2]1[C:3]([CH3:16])=[C:4]([O:13][CH2:14][CH3:15])[C:5]2[O:9][CH:8]([CH3:10])[CH2:7][C:6]=2[C:11]=1[CH3:12].[CH3:17][O:18][C:19]1[CH:24]=[CH:23][C:22]([N:25]2[CH2:30][CH2:29][NH:28][CH2:27][CH2:26]2)=[CH:21][CH:20]=1. No catalyst specified. The product is [CH2:14]([O:13][C:4]1[C:5]2[O:9][CH:8]([CH3:10])[CH2:7][C:6]=2[C:11]([CH3:12])=[C:2]([N:28]2[CH2:27][CH2:26][N:25]([C:22]3[CH:21]=[CH:20][C:19]([O:18][CH3:17])=[CH:24][CH:23]=3)[CH2:30][CH2:29]2)[C:3]=1[CH3:16])[CH3:15]. The yield is 0.480. (5) The catalyst is CC#N. The yield is 0.560. The reactants are [C:1]([C@H:5]1[CH2:10][CH2:9][C@H:8]([O:11][C:12]2[CH:13]=[C:14]3[C:19](=[CH:20][CH:21]=2)[CH:18]=[C:17]([CH2:22][N:23]2[CH2:26][CH:25]([C:27]([O:29][CH3:30])=[O:28])[CH2:24]2)[CH:16]=[CH:15]3)[CH2:7][CH2:6]1)([CH3:4])([CH3:3])[CH3:2].C1C(=O)N([I:38])C(=O)C1.C(O)(C(F)(F)F)=O. The product is [C:1]([C@H:5]1[CH2:6][CH2:7][C@H:8]([O:11][C:12]2[C:13]([I:38])=[C:14]3[C:19](=[CH:20][CH:21]=2)[CH:18]=[C:17]([CH2:22][N:23]2[CH2:24][CH:25]([C:27]([O:29][CH3:30])=[O:28])[CH2:26]2)[CH:16]=[CH:15]3)[CH2:9][CH2:10]1)([CH3:4])([CH3:2])[CH3:3].